This data is from Full USPTO retrosynthesis dataset with 1.9M reactions from patents (1976-2016). The task is: Predict the reactants needed to synthesize the given product. (1) Given the product [C:38]([Si:35]([O:34][CH2:33][CH2:32][O:30][C@@H:20]1[CH2:19][C@H:18]2[C@@:23]([CH3:29])([C@@H:24]3[C@@H:15]([CH2:16][CH2:17]2)[C@H:14]2[C@@:27]([CH3:28])([C@@H:11]([C@H:4]([CH3:3])[CH2:5][CH2:6][CH2:7][CH:8]([CH3:9])[CH3:10])[CH2:12][CH2:13]2)[CH2:26][CH2:25]3)[CH2:22][CH2:21]1)([CH3:37])[CH3:36])([CH3:41])([CH3:40])[CH3:39], predict the reactants needed to synthesize it. The reactants are: [H-].[Na+].[CH3:3][C@@H:4]([C@@H:11]1[C@:27]2([CH3:28])[C@H:14]([C@H:15]3[C@H:24]([CH2:25][CH2:26]2)[C@:23]2([CH3:29])[C@H:18]([CH2:19][C@@H:20]([OH:30])[CH2:21][CH2:22]2)[CH2:17][CH2:16]3)[CH2:13][CH2:12]1)[CH2:5][CH2:6][CH2:7][CH:8]([CH3:10])[CH3:9].Br[CH2:32][CH2:33][O:34][Si:35]([C:38]([CH3:41])([CH3:40])[CH3:39])([CH3:37])[CH3:36].O. (2) The reactants are: [C:1]([O:5][C:6](=[O:27])[CH2:7][N:8]([CH:14]([C:21]1[CH:26]=[CH:25][CH:24]=[CH:23][CH:22]=1)[C:15]1[CH:20]=[CH:19][CH:18]=[CH:17][CH:16]=1)[CH2:9][CH:10](O)[CH2:11][CH3:12])([CH3:4])([CH3:3])[CH3:2].O=S(Cl)[Cl:30]. Given the product [C:1]([O:5][C:6](=[O:27])[CH2:7][N:8]([CH:14]([C:21]1[CH:26]=[CH:25][CH:24]=[CH:23][CH:22]=1)[C:15]1[CH:20]=[CH:19][CH:18]=[CH:17][CH:16]=1)[CH2:9][CH:10]([Cl:30])[CH2:11][CH3:12])([CH3:4])([CH3:3])[CH3:2], predict the reactants needed to synthesize it. (3) Given the product [I:17][C:5]1[N:6]=[C:2]([CH3:1])[NH:3][C:4]=1[C:7]1[CH:8]=[CH:9][C:10]([S:13]([CH3:16])(=[O:15])=[O:14])=[CH:11][CH:12]=1, predict the reactants needed to synthesize it. The reactants are: [CH3:1][C:2]1[NH:3][C:4]([C:7]2[CH:12]=[CH:11][C:10]([S:13]([CH3:16])(=[O:15])=[O:14])=[CH:9][CH:8]=2)=[CH:5][N:6]=1.[I:17]N1C(=O)CCC1=O.